Dataset: Full USPTO retrosynthesis dataset with 1.9M reactions from patents (1976-2016). Task: Predict the reactants needed to synthesize the given product. (1) Given the product [C:10]([C:3]1[C:4](=[O:9])[O:5][C:6]([CH3:8])=[CH:7][C:2]=1[OH:1])(=[O:12])[CH3:11], predict the reactants needed to synthesize it. The reactants are: [OH:1][C:2]1[CH:7]=[C:6]([CH3:8])[O:5][C:4](=[O:9])[CH:3]=1.[C:10](Cl)(=[O:12])[CH3:11]. (2) Given the product [CH2:18]([O:17][C:15]([C:12]1([CH2:28][CH2:29][O:30][CH3:31])[CH2:11][CH2:10][N:9]([C:20]([O:22][C:23]([CH3:25])([CH3:24])[CH3:26])=[O:21])[CH2:14][CH2:13]1)=[O:16])[CH3:19], predict the reactants needed to synthesize it. The reactants are: [Li+].CC([N-]C(C)C)C.[N:9]1([C:20]([O:22][C:23]([CH3:26])([CH3:25])[CH3:24])=[O:21])[CH2:14][CH2:13][CH:12]([C:15]([O:17][CH2:18][CH3:19])=[O:16])[CH2:11][CH2:10]1.Br[CH2:28][CH2:29][O:30][CH3:31].OS([O-])(=O)=O.[K+].